Dataset: Forward reaction prediction with 1.9M reactions from USPTO patents (1976-2016). Task: Predict the product of the given reaction. (1) Given the reactants [CH3:1][O:2][C:3]1[CH:9]=[CH:8][C:6]([NH2:7])=[C:5]([C:10]2[O:11][CH:12]=[CH:13][N:14]=2)[CH:4]=1.[N:15]([C:18]1[S:19][C:20]([C:23]([F:26])([F:25])[F:24])=[N:21][N:22]=1)=[C:16]=[O:17], predict the reaction product. The product is: [CH3:1][O:2][C:3]1[CH:9]=[CH:8][C:6]([NH:7][C:16]([NH:15][C:18]2[S:19][C:20]([C:23]([F:25])([F:24])[F:26])=[N:21][N:22]=2)=[O:17])=[C:5]([C:10]2[O:11][CH:12]=[CH:13][N:14]=2)[CH:4]=1. (2) Given the reactants [C:1]([O:22][CH3:23])(=[O:21])[CH2:2][CH2:3][CH2:4][CH2:5][CH2:6][CH2:7][CH2:8][CH:9]=[CH:10]CCCCCCCC([O-])=O.C(C1C=CC=CC=1)(=O)C1C=CC=CC=1.[Na].C=C, predict the reaction product. The product is: [C:1]([O:22][CH3:23])(=[O:21])[CH2:2][CH2:3][CH2:4][CH2:5][CH2:6][CH2:7][CH2:8][CH:9]=[CH2:10].